From a dataset of Cav3 T-type calcium channel HTS with 100,875 compounds. Binary Classification. Given a drug SMILES string, predict its activity (active/inactive) in a high-throughput screening assay against a specified biological target. (1) The compound is O1CCN(CC1)C(=O)c1c2c(nc(c1)c1ccc(cc1)C)cccc2. The result is 0 (inactive). (2) The molecule is O1C(=N/C(=C/Nc2ccc(cc2)C)C1=O)c1occc1. The result is 0 (inactive). (3) The drug is O1C(CN(CC1C)C(=O)c1c(NC(=O)C)cccc1)C. The result is 0 (inactive). (4) The compound is O=C(N1CC(CC1)c1ccccc1)c1cc2nnn(c2cc1)C. The result is 0 (inactive). (5) The drug is o1c2c(c(CN3CCN(CC3)C\C=C\c3ccccc3)cc1=O)cc(O)c(c2)C. The result is 0 (inactive). (6) The compound is S(CCC(NC(OC(C)(C)C)=O)c1oc(SCC(C)=C)nn1)C. The result is 0 (inactive). (7) The compound is Clc1ccc(Oc2nc(N3CCOCC3)nc(N3CCOCC3)n2)cc1. The result is 0 (inactive). (8) The molecule is S(=O)(=O)(N(CC)CC(=O)NC)c1ccc(cc1)C. The result is 0 (inactive). (9) The compound is S=C(NCCN1CCCCC1)NCCCC. The result is 0 (inactive). (10) The compound is O(c1nc2c(cc1c1nc(on1)c1ccccc1)cc(cc2)C)C. The result is 0 (inactive).